The task is: Predict the reactants needed to synthesize the given product.. This data is from Full USPTO retrosynthesis dataset with 1.9M reactions from patents (1976-2016). (1) Given the product [Cl:40][CH2:26][C:23]1[S:22][C:21]([C:18]2[NH:19][C:20]3[C:16]([CH:17]=2)=[CH:15][CH:14]=[CH:13][C:12]=3[N:3]([CH2:1][CH3:2])[S:4]([C:7]2[S:8][CH:9]=[CH:10][CH:11]=2)(=[O:6])=[O:5])=[N:25][CH:24]=1, predict the reactants needed to synthesize it. The reactants are: [CH2:1]([N:3]([C:12]1[CH:13]=[CH:14][CH:15]=[C:16]2[C:20]=1[NH:19][C:18]([C:21]1[S:22][C:23]([CH2:26]O)=[CH:24][N:25]=1)=[CH:17]2)[S:4]([C:7]1[S:8][CH:9]=[CH:10][CH:11]=1)(=[O:6])=[O:5])[CH3:2].CN(C)C=O.O1CCCC1.S(Cl)([Cl:40])=O. (2) Given the product [C:1]1([C:24]2[CH:29]=[CH:28][CH:27]=[CH:26][CH:25]=2)[CH:6]=[CH:5][CH:4]=[C:3]([NH:7][C:8](=[O:23])[CH2:9][CH2:10][CH2:11][CH2:12][CH2:13][NH:14][C:15](=[O:22])[CH2:16][S:17][CH2:18][CH:19]([OH:21])[C:48]([OH:50])=[O:49])[CH:2]=1, predict the reactants needed to synthesize it. The reactants are: [C:1]1([C:24]2[CH:29]=[CH:28][CH:27]=[CH:26][CH:25]=2)[CH:6]=[CH:5][CH:4]=[C:3]([NH:7][C:8](=[O:23])[CH2:9][CH2:10][CH2:11][CH2:12][CH2:13][NH:14][C:15](=[O:22])[CH2:16][S:17][CH2:18][C:19]([OH:21])=O)[CH:2]=1.C1(C2C=CC=CC=2)C=CC=C(NC(=O)CCCCCNC(=O)CSC[C:48]([O:50]C)=[O:49])C=1. (3) Given the product [CH2:1]([O:3][C:4]([C:6]1[C:7]([N:24]2[CH2:29][CH2:28][CH2:27][CH2:26][CH2:25]2)=[N:8][C:9]2[C:14]([C:15]=1[C:16]1[CH:21]=[CH:20][CH:19]=[CH:18][CH:17]=1)=[CH:13][C:12]([Cl:22])=[CH:11][CH:10]=2)=[O:5])[CH3:2], predict the reactants needed to synthesize it. The reactants are: [CH2:1]([O:3][C:4]([C:6]1[C:7](Cl)=[N:8][C:9]2[C:14]([C:15]=1[C:16]1[CH:21]=[CH:20][CH:19]=[CH:18][CH:17]=1)=[CH:13][C:12]([Cl:22])=[CH:11][CH:10]=2)=[O:5])[CH3:2].[NH:24]1[CH2:29][CH2:28][CH2:27][CH2:26][CH2:25]1. (4) Given the product [CH3:29][C@H:12]1[N:11]([S:8]([C:4]2[CH:5]=[CH:6][CH:7]=[C:2]([N:30]3[CH:34]=[N:33][CH:32]=[N:31]3)[CH:3]=2)(=[O:10])=[O:9])[CH2:16][CH2:15][N:14]([C:17]2[CH:24]=[CH:23][C:20]([C:21]#[N:22])=[CH:19][C:18]=2[C:25]([F:27])([F:28])[F:26])[CH2:13]1, predict the reactants needed to synthesize it. The reactants are: F[C:2]1[CH:3]=[C:4]([S:8]([N:11]2[CH2:16][CH2:15][N:14]([C:17]3[CH:24]=[CH:23][C:20]([C:21]#[N:22])=[CH:19][C:18]=3[C:25]([F:28])([F:27])[F:26])[CH2:13][C@H:12]2[CH3:29])(=[O:10])=[O:9])[CH:5]=[CH:6][CH:7]=1.[NH:30]1[CH:34]=[N:33][CH:32]=[N:31]1.C([O-])([O-])=O.[K+].[K+].CN1C(=O)CCC1. (5) Given the product [Br:24][C:25]1[CH:26]=[C:27]([F:32])[C:28]([O:1][C:2]2[CH:3]=[CH:4][C:5]3[N:9]=[C:8]([CH2:10][O:11][C:12]4[CH:13]=[C:14]([CH:19]=[CH:20][CH:21]=4)[C:15]([O:17][CH3:18])=[O:16])[N:7]([CH3:22])[C:6]=3[CH:23]=2)=[N:29][CH:30]=1, predict the reactants needed to synthesize it. The reactants are: [OH:1][C:2]1[CH:3]=[CH:4][C:5]2[N:9]=[C:8]([CH2:10][O:11][C:12]3[CH:13]=[C:14]([CH:19]=[CH:20][CH:21]=3)[C:15]([O:17][CH3:18])=[O:16])[N:7]([CH3:22])[C:6]=2[CH:23]=1.[Br:24][C:25]1[CH:26]=[C:27]([F:32])[C:28](F)=[N:29][CH:30]=1.N1C2C(=CC=C3C=2N=CC=C3)C=CC=1.C(=O)([O-])[O-].[Cs+].[Cs+]. (6) Given the product [Br:1][C:2]1[CH:7]=[CH:6][C:5]([C:8]2[CH:9]=[C:10]([C:11]([F:14])([F:13])[F:12])[N:19]3[N:20]=[CH:21][C:22]([C:23]4[CH:28]=[CH:27][N:26]=[CH:25][CH:24]=4)=[C:18]3[N:17]=2)=[CH:4][CH:3]=1, predict the reactants needed to synthesize it. The reactants are: [Br:1][C:2]1[CH:7]=[CH:6][C:5]([C:8](=O)[CH2:9][C:10](=O)[C:11]([F:14])([F:13])[F:12])=[CH:4][CH:3]=1.[NH2:17][C:18]1[C:22]([C:23]2[CH:28]=[CH:27][N:26]=[CH:25][CH:24]=2)=[CH:21][NH:20][N:19]=1. (7) Given the product [C:39]([CH2:38][O:17][C:10]1[CH:11]=[C:12]([C:15]#[N:16])[CH:13]=[CH:14][C:9]=1[CH2:8][NH:7][C:5](=[O:6])[C:4]1[CH:18]=[C:19]([NH:21][C:22](=[O:30])[CH2:23][C:24]2[CH:25]=[CH:26][CH:27]=[CH:28][CH:29]=2)[CH:20]=[C:2]([Cl:1])[CH:3]=1)(=[O:40])[NH2:41], predict the reactants needed to synthesize it. The reactants are: [Cl:1][C:2]1[CH:3]=[C:4]([CH:18]=[C:19]([NH:21][C:22](=[O:30])[CH2:23][C:24]2[CH:29]=[CH:28][CH:27]=[CH:26][CH:25]=2)[CH:20]=1)[C:5]([NH:7][CH2:8][C:9]1[CH:14]=[CH:13][C:12]([C:15]#[N:16])=[CH:11][C:10]=1[OH:17])=[O:6].C(=O)([O-])[O-].[Cs+].[Cs+].I[CH2:38][C:39]([NH2:41])=[O:40].